This data is from Full USPTO retrosynthesis dataset with 1.9M reactions from patents (1976-2016). The task is: Predict the reactants needed to synthesize the given product. (1) Given the product [CH3:1][O:2][C:3]1[CH:4]=[CH:5][C:6]([CH:26]=[O:27])=[C:7]2[C:11]=1[N:10]=[C:9]1[N:12]([C:16]3[C:17]([CH3:25])=[N:18][C:19]([O:23][CH3:24])=[N:20][C:21]=3[CH3:22])[CH2:13][CH2:14][CH2:15][N:8]21, predict the reactants needed to synthesize it. The reactants are: [CH3:1][O:2][C:3]1[C:11]2[N:10]=[C:9]3[N:12]([C:16]4[C:17]([CH3:25])=[N:18][C:19]([O:23][CH3:24])=[N:20][C:21]=4[CH3:22])[CH2:13][CH2:14][CH2:15][N:8]3[C:7]=2[C:6]([CH2:26][OH:27])=[CH:5][CH:4]=1. (2) Given the product [Cl:10][C:6]1[C:5]2[C:11]3[C:16](=[CH:15][CH:14]=[CH:13][CH:12]=3)[NH:1][C:4]=2[CH:9]=[CH:8][CH:7]=1, predict the reactants needed to synthesize it. The reactants are: [N+:1]([C:4]1[CH:9]=[CH:8][CH:7]=[C:6]([Cl:10])[C:5]=1[C:11]1[CH:16]=[CH:15][CH:14]=[CH:13][CH:12]=1)([O-])=O.P(OCC)(OCC)OCC. (3) Given the product [Cl:1][C:2]1[N:3]=[N:4][C:5]([S:12]([CH3:16])(=[O:14])=[O:11])=[CH:6][CH:7]=1, predict the reactants needed to synthesize it. The reactants are: [Cl:1][C:2]1[N:3]=[N:4][C:5](SC)=[CH:6][CH:7]=1.O[O:11][S:12]([O-:14])=O.[K+].[CH3:16]O. (4) The reactants are: Cl[C:2]1[N:11]=[CH:10][CH:9]=[C:8]2[C:3]=1[CH:4]=[C:5]([C:20]1[CH:25]=[CH:24][CH:23]=[CH:22][CH:21]=1)[C:6](=[O:19])[N:7]2C(OC(C)(C)C)=O.[CH3:26]B(O)O.C([O-])([O-])=O.[Na+].[Na+].O. Given the product [CH3:26][C:2]1[N:11]=[CH:10][CH:9]=[C:8]2[C:3]=1[CH:4]=[C:5]([C:20]1[CH:21]=[CH:22][CH:23]=[CH:24][CH:25]=1)[C:6](=[O:19])[NH:7]2, predict the reactants needed to synthesize it. (5) Given the product [F:1][C:2]1[CH:7]=[C:6]([CH2:8][C:9]2[C:10](=[O:28])[N:11]([C@H:21]3[CH2:22][CH2:23][C@H:24]([O:27][CH2:46][C:45]([OH:41])([CH3:51])[CH3:50])[CH2:25][CH2:26]3)[C:12]3[N:13]([N:18]=[CH:19][N:20]=3)[C:14]=2[CH2:15][CH2:16][CH3:17])[CH:5]=[CH:4][C:3]=1[C:29]1[C:30]([C:35]#[N:36])=[CH:31][CH:32]=[CH:33][CH:34]=1, predict the reactants needed to synthesize it. The reactants are: [F:1][C:2]1[CH:7]=[C:6]([CH2:8][C:9]2[C:10](=[O:28])[N:11]([CH:21]3[CH2:26][CH2:25][CH:24]([OH:27])[CH2:23][CH2:22]3)[C:12]3[N:13]([N:18]=[CH:19][N:20]=3)[C:14]=2[CH2:15][CH2:16][CH3:17])[CH:5]=[CH:4][C:3]=1[C:29]1[C:30]([C:35]#[N:36])=[CH:31][CH:32]=[CH:33][CH:34]=1.[N+](=CC(OCC)=[O:41])=[N-].[C:45]1([CH3:51])[CH:50]=CC=C[CH:46]=1. (6) Given the product [CH:12]1([NH:11][C:4]2[C:5]3[O:10][CH:9]=[CH:8][C:6]=3[N:7]=[C:2]([NH:15][C:16]3[CH:25]=[C:24]4[C:19]([CH2:20][CH2:21][C:22](=[O:26])[NH:23]4)=[CH:18][CH:17]=3)[N:3]=2)[CH2:14][CH2:13]1, predict the reactants needed to synthesize it. The reactants are: Cl[C:2]1[N:3]=[C:4]([NH:11][CH:12]2[CH2:14][CH2:13]2)[C:5]2[O:10][CH:9]=[CH:8][C:6]=2[N:7]=1.[NH2:15][C:16]1[CH:25]=[C:24]2[C:19]([CH2:20][CH2:21][C:22](=[O:26])[NH:23]2)=[CH:18][CH:17]=1.C([O-])([O-])=O.[K+].[K+].CC(C1C=C(C(C)C)C(C2C=CC=CC=2P(C2CCCCC2)C2CCCCC2)=C(C(C)C)C=1)C. (7) Given the product [NH:1]([C:37]1[CH:36]=[CH:35][C:30]([C:31]([O:33][CH3:34])=[O:32])=[C:29]([NH:28][C:20](=[O:27])[C:21]2[CH:26]=[CH:25][CH:24]=[CH:23][CH:22]=2)[CH:38]=1)[C:2]1[CH:7]=[CH:6][CH:5]=[CH:4][CH:3]=1, predict the reactants needed to synthesize it. The reactants are: [NH2:1][C:2]1[CH:7]=[CH:6][CH:5]=[CH:4][CH:3]=1.CC(C)([O-])C.[Na+].O1CCOCC1.[C:20]([NH:28][C:29]1[CH:38]=[C:37](Br)[CH:36]=[CH:35][C:30]=1[C:31]([O:33][CH3:34])=[O:32])(=[O:27])[C:21]1[CH:26]=[CH:25][CH:24]=[CH:23][CH:22]=1.